Task: Predict the product of the given reaction.. Dataset: Forward reaction prediction with 1.9M reactions from USPTO patents (1976-2016) (1) Given the reactants [C:1]([NH:4][C:5]1[CH:13]=[CH:12][CH:11]=[CH:10][C:6]=1[C:7]([NH2:9])=[O:8])(=O)[CH3:2].[OH-].[Na+], predict the reaction product. The product is: [CH3:2][C:1]1[NH:9][C:7](=[O:8])[C:6]2[C:5](=[CH:13][CH:12]=[CH:11][CH:10]=2)[N:4]=1. (2) Given the reactants [H-].[H-].[H-].[H-].[Li+].[Al+3].[NH2:7][CH2:8][C:9]1[C:10]([CH3:31])=[CH:11][C:12]([N:16](C(OC(C)(C)C)=O)[C:17](=O)OC(C)(C)C)=[N:13][C:14]=1[CH3:15], predict the reaction product. The product is: [NH2:7][CH2:8][C:9]1[C:10]([CH3:31])=[CH:11][C:12]([NH:16][CH3:17])=[N:13][C:14]=1[CH3:15].